This data is from Catalyst prediction with 721,799 reactions and 888 catalyst types from USPTO. The task is: Predict which catalyst facilitates the given reaction. (1) Reactant: [C:1]([Si:5]([CH3:13])([CH3:12])[O:6][CH2:7][C@:8]1([CH3:11])[CH2:10][O:9]1)([CH3:4])([CH3:3])[CH3:2].[CH2:14]([CH2:16][NH2:17])[OH:15]. Product: [Si:5]([O:6][CH2:7][C@@:8]([CH3:11])([OH:9])[CH2:10][NH:17][CH2:16][CH2:14][OH:15])([C:1]([CH3:4])([CH3:3])[CH3:2])([CH3:13])[CH3:12]. The catalyst class is: 1. (2) Reactant: Br[C:2]1[CH:3]=[C:4]2[C:8](=[C:9]([C:11]([NH2:13])=[O:12])[CH:10]=1)[NH:7][CH:6]=[C:5]2[CH:14]1[CH2:19][CH2:18][N:17]([S:20]([CH2:23][CH3:24])(=[O:22])=[O:21])[CH2:16][CH2:15]1.[N:25]1[CH:30]=[CH:29][C:28](B(O)O)=[CH:27][CH:26]=1.C(=O)([O-])[O-].[K+].[K+]. Product: [CH2:23]([S:20]([N:17]1[CH2:18][CH2:19][CH:14]([C:5]2[C:4]3[C:8](=[C:9]([C:11]([NH2:13])=[O:12])[CH:10]=[C:2]([C:28]4[CH:29]=[CH:30][N:25]=[CH:26][CH:27]=4)[CH:3]=3)[NH:7][CH:6]=2)[CH2:15][CH2:16]1)(=[O:22])=[O:21])[CH3:24]. The catalyst class is: 38. (3) Reactant: [C:1]1([N:7]2[C:12](=[O:13])[C:11]3[S:14][CH:15]=[C:16]([C:17]4[CH:22]=[CH:21][CH:20]=[CH:19][CH:18]=4)[C:10]=3[N:9]=[CH:8]2)[CH:6]=[CH:5][CH:4]=[CH:3][CH:2]=1.N[C:24]1C(C2C=CC=CC=2)=CSC=1C(OC)=O.C(OCC)(OCC)OCC.NC1C=CC(C)=CC=1. Product: [C:17]1([C:16]2[C:10]3[N:9]=[CH:8][N:7]([C:1]4[CH:6]=[CH:5][C:4]([CH3:24])=[CH:3][CH:2]=4)[C:12](=[O:13])[C:11]=3[S:14][CH:15]=2)[CH:18]=[CH:19][CH:20]=[CH:21][CH:22]=1. The catalyst class is: 15. (4) Reactant: [I:1][C:2]1[CH:3]=[C:4]([CH:9]=[CH:10][CH:11]=1)[C:5](OC)=[O:6].O.[NH2:13][NH2:14].O. Product: [I:1][C:2]1[CH:3]=[C:4]([CH:9]=[CH:10][CH:11]=1)[C:5]([NH:13][NH2:14])=[O:6]. The catalyst class is: 8.